Dataset: Reaction yield outcomes from USPTO patents with 853,638 reactions. Task: Predict the reaction yield, written as a fraction of the theoretical maximum amount of product (1.0 means a 100% yield; for example, 0.34 means a 34% yield). The reactants are [S:1]1[CH:5]=[CH:4][N:3]=[C:2]1[C:6]1([OH:16])[CH2:15][CH2:14][C:9]2(OCC[O:10]2)[CH2:8][CH2:7]1.C([O-])([O-])=O.[Na+].[Na+]. The catalyst is C1COCC1. The product is [OH:16][C:6]1([C:2]2[S:1][CH:5]=[CH:4][N:3]=2)[CH2:15][CH2:14][C:9](=[O:10])[CH2:8][CH2:7]1. The yield is 0.990.